This data is from Peptide-MHC class I binding affinity with 185,985 pairs from IEDB/IMGT. The task is: Regression. Given a peptide amino acid sequence and an MHC pseudo amino acid sequence, predict their binding affinity value. This is MHC class I binding data. (1) The binding affinity (normalized) is 0.872. The peptide sequence is MSLSEQLRK. The MHC is HLA-A11:01 with pseudo-sequence HLA-A11:01. (2) The peptide sequence is GFAAYNRYR. The MHC is HLA-A31:01 with pseudo-sequence HLA-A31:01. The binding affinity (normalized) is 0.380.